From a dataset of Reaction yield outcomes from USPTO patents with 853,638 reactions. Predict the reaction yield, written as a fraction of the theoretical maximum amount of product (1.0 means a 100% yield; for example, 0.34 means a 34% yield). (1) The reactants are [NH2:1][C:2]1[CH:9]=[CH:8][C:5]([C:6]#[N:7])=[CH:4][C:3]=1[Cl:10].C([O-])([O-])=O.[Cs+].[Cs+].Cl[C:18]1[C:23]([CH3:24])=[C:22]([N:25]([CH:33]2[CH2:35][CH2:34]2)C(=O)OC(C)(C)C)[N:21]2[N:36]=[CH:37][C:38]([CH:39]=[O:40])=[C:20]2[N:19]=1.C1C=CC(P(C2C(C3C(P(C4C=CC=CC=4)C4C=CC=CC=4)=CC=C4C=3C=CC=C4)=C3C(C=CC=C3)=CC=2)C2C=CC=CC=2)=CC=1. The catalyst is O1CCOCC1.C([O-])(=O)C.[Pd+2].C([O-])(=O)C.CCOCC. The product is [Cl:10][C:3]1[CH:4]=[C:5]([CH:8]=[CH:9][C:2]=1[NH:1][C:18]1[C:23]([CH3:24])=[C:22]([NH:25][CH:33]2[CH2:34][CH2:35]2)[N:21]2[N:36]=[CH:37][C:38]([CH:39]=[O:40])=[C:20]2[N:19]=1)[C:6]#[N:7]. The yield is 0.330. (2) The reactants are [Cl:1][C:2]1[CH:7]=[C:6]([Cl:8])[N:5]=[C:4]([NH2:9])[C:3]=1[N+:10]([O-])=O.[NH4+].[Cl-]. The catalyst is O.CC(O)C.[Fe]. The product is [Cl:1][C:2]1[CH:7]=[C:6]([Cl:8])[N:5]=[C:4]([NH2:9])[C:3]=1[NH2:10]. The yield is 0.890. (3) The reactants are Cl[CH2:2][C:3]([C:5]1([C:9]2[CH:14]=[CH:13][CH:12]=[CH:11][C:10]=2[O:15][CH3:16])[CH2:8][CH2:7][CH2:6]1)=[O:4].[F-].[K+].[F:19][C:20]([F:36])([F:35])[C:21]1[CH:34]=[CH:33][C:24]([O:25][CH2:26][CH:27]2[CH2:32][CH2:31][CH2:30][NH:29][CH2:28]2)=[CH:23][CH:22]=1. The catalyst is C(#N)C.C1COCC1. The product is [CH3:16][O:15][C:10]1[CH:11]=[CH:12][CH:13]=[CH:14][C:9]=1[C:5]1([C:3](=[O:4])[CH2:2][N:29]2[CH2:30][CH2:31][CH2:32][CH:27]([CH2:26][O:25][C:24]3[CH:33]=[CH:34][C:21]([C:20]([F:19])([F:35])[F:36])=[CH:22][CH:23]=3)[CH2:28]2)[CH2:8][CH2:7][CH2:6]1. The yield is 0.300. (4) The reactants are F[P-](F)(F)(F)(F)F.N1(O[P+](N(C)C)(N(C)C)N(C)C)C2C=CC=CC=2N=N1.CCN(C(C)C)C(C)C.Cl.Cl.[NH2:39][C@@H:40]([CH2:44][CH2:45][CH2:46][NH:47][CH2:48][C:49]1[C:54]([C:55]([F:58])([F:57])[F:56])=[CH:53][C:52]([C:59](=[O:74])[NH:60][CH2:61][C:62]2[CH:67]=[C:66]([Cl:68])[CH:65]=[CH:64][C:63]=2[S:69]([CH2:72][CH3:73])(=[O:71])=[O:70])=[CH:51][C:50]=1[Cl:75])[C:41](O)=[O:42].O. The catalyst is CN(C=O)C. The product is [NH2:39][C@H:40]1[CH2:44][CH2:45][CH2:46][N:47]([CH2:48][C:49]2[C:54]([C:55]([F:58])([F:57])[F:56])=[CH:53][C:52]([C:59]([NH:60][CH2:61][C:62]3[CH:67]=[C:66]([Cl:68])[CH:65]=[CH:64][C:63]=3[S:69]([CH2:72][CH3:73])(=[O:70])=[O:71])=[O:74])=[CH:51][C:50]=2[Cl:75])[C:41]1=[O:42]. The yield is 0.440. (5) The catalyst is O. The yield is 0.920. The reactants are Br.[NH2:2][CH2:3][CH2:4][Br:5].[C:6](O[C:6]([O:8][C:9]([CH3:12])([CH3:11])[CH3:10])=[O:7])([O:8][C:9]([CH3:12])([CH3:11])[CH3:10])=[O:7].C(OCC)C.C(=O)([O-])O.[Na+]. The product is [C:9]([O:8][C:6]([NH:2][CH2:3][CH2:4][Br:5])=[O:7])([CH3:12])([CH3:11])[CH3:10].